This data is from Forward reaction prediction with 1.9M reactions from USPTO patents (1976-2016). The task is: Predict the product of the given reaction. (1) Given the reactants [NH2:1][C@H:2]([C:8]([O-:10])=[O:9])[CH2:3][CH2:4][CH2:5][CH2:6][NH2:7].[Mg+2:11].[NH2:12][C@H:13]([C:19]([O-:21])=[O:20])[CH2:14][CH2:15][CH2:16][CH2:17][NH2:18].[C:22]([OH:41])(=[O:40])[CH2:23][CH2:24][CH2:25][CH2:26][CH2:27][CH2:28][CH2:29]/[CH:30]=[CH:31]\[CH2:32]/[CH:33]=[CH:34]\[CH2:35][CH2:36][CH2:37][CH2:38][CH3:39], predict the reaction product. The product is: [C:22]([OH:41])(=[O:40])[CH2:23][CH2:24][CH2:25][CH2:26][CH2:27][CH2:28][CH2:29]/[CH:30]=[CH:31]\[CH2:32]/[CH:33]=[CH:34]\[CH2:35][CH2:36][CH2:37][CH2:38][CH3:39].[C:22]([OH:41])(=[O:40])[CH2:23][CH2:24][CH2:25][CH2:26][CH2:27][CH2:28][CH2:29]/[CH:30]=[CH:31]\[CH2:32]/[CH:33]=[CH:34]\[CH2:35][CH2:36][CH2:37][CH2:38][CH3:39].[NH2:1][C@H:2]([C:8]([O-:10])=[O:9])[CH2:3][CH2:4][CH2:5][CH2:6][NH2:7].[Mg+2:11].[NH2:12][C@H:13]([C:19]([O-:21])=[O:20])[CH2:14][CH2:15][CH2:16][CH2:17][NH2:18]. (2) Given the reactants [H-].[Na+].Cl[CH2:4][C@H:5]1[CH2:9][CH2:8][C@@H:7]([CH2:10]Cl)[N:6]1[C:12]1[CH:17]=[CH:16][CH:15]=[CH:14][C:13]=1[O:18][CH3:19].[CH3:20][O:21][C:22]1[CH:23]=[C:24]([CH2:28][C:29]#[N:30])[CH:25]=[CH:26][CH:27]=1, predict the reaction product. The product is: [CH3:19][O:18][C:13]1[CH:14]=[CH:15][CH:16]=[CH:17][C:12]=1[N:6]1[CH:7]2[CH2:8][CH2:9][CH:5]1[CH2:4][C:28]([C:24]1[CH:25]=[CH:26][CH:27]=[C:22]([O:21][CH3:20])[CH:23]=1)([C:29]#[N:30])[CH2:10]2. (3) Given the reactants [C:1]([O:5][C:6](=[O:38])[NH:7][CH2:8][CH2:9][S:10][C:11]1[CH:16]=[C:15]([C:17]2[C:21]3[CH2:22][N:23]([S:26]([CH3:29])(=[O:28])=[O:27])[CH2:24][CH2:25][C:20]=3[N:19]([CH2:30][CH:31]3[CH2:33][O:32]3)[N:18]=2)[CH:14]=[CH:13][C:12]=1[C:34]([F:37])([F:36])[F:35])([CH3:4])([CH3:3])[CH3:2].C(OC(=O)NCCSC1C=C(C2[C:59]3[CH2:60][N:61](S(C)(=O)=O)[CH2:62][CH2:63][C:58]=3[NH:57]N=2)C=CC=1C(F)(F)F)(C)(C)C.[CH2:73]([CH:75]1[O:77][CH2:76]1)Cl.[C:78]([O-])([O-])=O.[Cs+].[Cs+], predict the reaction product. The product is: [C:1]([O:5][C:6](=[O:38])[NH:7][CH2:8][CH2:9][S:10][C:11]1[CH:16]=[C:15]([C:17]2[C:21]3[CH2:22][N:23]([S:26]([CH3:29])(=[O:27])=[O:28])[CH2:24][CH2:25][C:20]=3[N:19]([CH2:30][CH:31]([OH:32])[CH2:33][N:61]3[CH2:60][CH2:59][CH:58]([N:57]4[CH2:78][CH2:73][CH2:75][C:76]4=[O:77])[CH2:63][CH2:62]3)[N:18]=2)[CH:14]=[CH:13][C:12]=1[C:34]([F:37])([F:35])[F:36])([CH3:4])([CH3:3])[CH3:2]. (4) Given the reactants [CH2:1]1[C:7]2[CH:8]=[CH:9][C:10]([C:12]3[CH:18]4[CH:16]([CH2:17]4)[C:15](=[O:19])[NH:14][N:13]=3)=[CH:11][C:6]=2[CH2:5][CH2:4][NH:3][CH2:2]1.Cl.[C:21]1(=O)[CH2:24][CH2:23][CH2:22]1.C([BH3-])#N.[Na+], predict the reaction product. The product is: [CH:21]1([N:3]2[CH2:4][CH2:5][C:6]3[CH:11]=[C:10]([C:12]4[CH:18]5[CH:16]([CH2:17]5)[C:15](=[O:19])[NH:14][N:13]=4)[CH:9]=[CH:8][C:7]=3[CH2:1][CH2:2]2)[CH2:24][CH2:23][CH2:22]1. (5) Given the reactants [Br:1][C:2]1[CH:8]=[CH:7][C:5]([NH2:6])=[C:4](I)[CH:3]=1.C(=O)(O)[O-].[Na+].[C:15]([O:19][CH2:20][CH3:21])(=[O:18])[CH:16]=[CH2:17].CN(C=O)C, predict the reaction product. The product is: [NH2:6][C:5]1[CH:7]=[CH:8][C:2]([Br:1])=[CH:3][C:4]=1/[CH:17]=[CH:16]/[C:15]([O:19][CH2:20][CH3:21])=[O:18]. (6) Given the reactants C([O:4][CH2:5][C:6]1[O:7][C:8]2[C:14]([O:15][CH3:16])=[C:13]([O:17][CH3:18])[CH:12]=[C:11]([CH2:19][C:20]3[C:21]([NH2:27])=[N:22][C:23]([NH2:26])=[N:24][CH:25]=3)[C:9]=2[CH:10]=1)C=C.C([O-])=O.[NH4+], predict the reaction product. The product is: [NH2:26][C:23]1[N:22]=[C:21]([NH2:27])[C:20]([CH2:19][C:11]2[C:9]3[CH:10]=[C:6]([CH2:5][OH:4])[O:7][C:8]=3[C:14]([O:15][CH3:16])=[C:13]([O:17][CH3:18])[CH:12]=2)=[CH:25][N:24]=1. (7) Given the reactants [NH2:1]/[C:2](/[CH3:19])=[C:3](\[C:6]1[CH2:7][CH2:8][N:9]([CH2:12][C:13]2[CH:18]=[CH:17][CH:16]=[CH:15][CH:14]=2)[CH2:10][CH:11]=1)/[C:4]#[N:5].[Cl-].N1(C=[N+](C)C)C2C=CC=C[C:24]=2N=N1.[OH-].[Na+], predict the reaction product. The product is: [CH2:12]([N:9]1[CH2:8][C:7]2[CH:24]=[N:1][C:2]([CH3:19])=[C:3]([C:4]#[N:5])[C:6]=2[CH2:11][CH2:10]1)[C:13]1[CH:14]=[CH:15][CH:16]=[CH:17][CH:18]=1. (8) Given the reactants Br[C:2]1[CH:3]=[N:4][C:5]([NH:8][C:9]2[CH:26]=[CH:25][C:12]([O:13][CH2:14][CH2:15][N:16]3[CH2:21][CH2:20][CH:19]([C:22]([O-:24])=[O:23])[CH2:18][CH2:17]3)=[CH:11][CH:10]=2)=[N:6][CH:7]=1.[Na+].[F:28][CH:29]([F:46])[O:30][C:31]1[CH:36]=[CH:35][C:34](B2OC(C)(C)C(C)(C)O2)=[CH:33][CH:32]=1.C([O-])([O-])=O.[Na+].[Na+], predict the reaction product. The product is: [F:28][CH:29]([F:46])[O:30][C:31]1[CH:36]=[CH:35][C:34]([C:2]2[CH:3]=[N:4][C:5]([NH:8][C:9]3[CH:26]=[CH:25][C:12]([O:13][CH2:14][CH2:15][N:16]4[CH2:21][CH2:20][CH:19]([C:22]([OH:24])=[O:23])[CH2:18][CH2:17]4)=[CH:11][CH:10]=3)=[N:6][CH:7]=2)=[CH:33][CH:32]=1. (9) Given the reactants [OH:1][C:2]1[CH:3]=[CH:4][C:5]2[N:9]=[C:8]([CH2:10][O:11][C:12]3[CH:13]=[C:14]([CH:19]=[CH:20][CH:21]=3)[C:15]([O:17][CH3:18])=[O:16])[N:7]([CH3:22])[C:6]=2[CH:23]=1.F[C:25]1[C:30]([F:31])=[CH:29][CH:28]=[C:27]([F:32])[N:26]=1.N1C2C(=CC=C3C=2N=CC=C3)C=CC=1.C(=O)([O-])[O-].[Cs+].[Cs+], predict the reaction product. The product is: [F:31][C:30]1[C:25]([O:1][C:2]2[CH:3]=[CH:4][C:5]3[N:9]=[C:8]([CH2:10][O:11][C:12]4[CH:13]=[C:14]([CH:19]=[CH:20][CH:21]=4)[C:15]([O:17][CH3:18])=[O:16])[N:7]([CH3:22])[C:6]=3[CH:23]=2)=[N:26][C:27]([F:32])=[CH:28][CH:29]=1. (10) Given the reactants [C:1]1([CH3:11])[CH:6]=[CH:5][C:4]([S:7](Cl)(=[O:9])=[O:8])=[CH:3][CH:2]=1.[F:12][C:13]1[C:22]2[C:17](=[CH:18][CH:19]=[CH:20][CH:21]=2)[CH:16]=[CH:15][CH:14]=1.[Cl-].[Cl-].[Cl-].[Al+3], predict the reaction product. The product is: [F:12][C:13]1[C:22]2[C:17](=[CH:18][CH:19]=[CH:20][CH:21]=2)[C:16]([S:7]([C:4]2[CH:5]=[CH:6][C:1]([CH3:11])=[CH:2][CH:3]=2)(=[O:9])=[O:8])=[CH:15][CH:14]=1.